From a dataset of CYP1A2 inhibition data for predicting drug metabolism from PubChem BioAssay. Regression/Classification. Given a drug SMILES string, predict its absorption, distribution, metabolism, or excretion properties. Task type varies by dataset: regression for continuous measurements (e.g., permeability, clearance, half-life) or binary classification for categorical outcomes (e.g., BBB penetration, CYP inhibition). Dataset: cyp1a2_veith. (1) The drug is C=CCNS(=O)(=O)c1ncnc2nc[nH]c12. The result is 0 (non-inhibitor). (2) The molecule is O=C1CCCN1CC(O)CS(=O)(=O)c1ccccc1. The result is 0 (non-inhibitor). (3) The molecule is CSc1nc(C)cc(Nc2ccc(O)c(CN3CCOCC3)c2)n1. The result is 1 (inhibitor). (4) The result is 1 (inhibitor). The compound is CN(Cc1ccco1)c1cc(-c2cccnc2)ncn1. (5) The molecule is CCCN(CCC)S(=O)(=O)c1ccc(C(=O)O)cc1. The result is 0 (non-inhibitor). (6) The molecule is Cc1noc(C)c1C(=O)N1CCC[C@@]2(CCN(C(=O)Nc3cccc(F)c3)C2)C1. The result is 0 (non-inhibitor).